This data is from Catalyst prediction with 721,799 reactions and 888 catalyst types from USPTO. The task is: Predict which catalyst facilitates the given reaction. Reactant: Br[CH:2]([C:9](=[O:14])[C:10]([CH3:13])([CH3:12])[CH3:11])[C:3](=O)[C:4]([CH3:7])([CH3:6])[CH3:5].[NH2:15][C:16]([NH2:18])=[S:17].C(=O)([O-])O.[Na+]. Product: [NH2:18][C:16]1[S:17][C:2]([C:9](=[O:14])[C:10]([CH3:13])([CH3:12])[CH3:11])=[C:3]([C:4]([CH3:7])([CH3:6])[CH3:5])[N:15]=1. The catalyst class is: 8.